Regression. Given a peptide amino acid sequence and an MHC pseudo amino acid sequence, predict their binding affinity value. This is MHC class II binding data. From a dataset of Peptide-MHC class II binding affinity with 134,281 pairs from IEDB. (1) The peptide sequence is NARILKNCVDAKMTE. The MHC is DRB3_0101 with pseudo-sequence DRB3_0101. The binding affinity (normalized) is 0.328. (2) The peptide sequence is TGLYHCKPLVDILILP. The MHC is DRB1_1501 with pseudo-sequence DRB1_1501. The binding affinity (normalized) is 0.221. (3) The peptide sequence is SGVAATESAYLAYRN. The MHC is HLA-DQA10301-DQB10302 with pseudo-sequence HLA-DQA10301-DQB10302. The binding affinity (normalized) is 0.248. (4) The peptide sequence is YFKGNFERLAITKGK. The MHC is DRB1_1302 with pseudo-sequence DRB1_1302. The binding affinity (normalized) is 0.293. (5) The peptide sequence is YDKFLANVSTVLTIK. The MHC is DRB1_1602 with pseudo-sequence DRB1_1602. The binding affinity (normalized) is 0.767. (6) The peptide sequence is EKKYFAAIQFEPLAA. The MHC is HLA-DQA10401-DQB10402 with pseudo-sequence HLA-DQA10401-DQB10402. The binding affinity (normalized) is 0.553. (7) The peptide sequence is TKIMSSKRILERESV. The MHC is DRB3_0101 with pseudo-sequence DRB3_0101. The binding affinity (normalized) is 0.129.